From a dataset of Forward reaction prediction with 1.9M reactions from USPTO patents (1976-2016). Predict the product of the given reaction. (1) Given the reactants [Cl:1][C:2]1[CH:7]=[CH:6][CH:5]=[CH:4][C:3]=1[S:8]([N:11]1[CH2:22][CH2:21][C:14]2([C:19](=[O:20])[NH:18][CH2:17][CH2:16][CH2:15]2)[CH2:13][CH2:12]1)(=[O:10])=[O:9].I[C:24]1[CH:29]=[CH:28][C:27]([C:30]([F:33])([F:32])[F:31])=[CH:26][CH:25]=1, predict the reaction product. The product is: [Cl:1][C:2]1[CH:7]=[CH:6][CH:5]=[CH:4][C:3]=1[S:8]([N:11]1[CH2:22][CH2:21][C:14]2([C:19](=[O:20])[N:18]([C:24]3[CH:29]=[CH:28][C:27]([C:30]([F:33])([F:32])[F:31])=[CH:26][CH:25]=3)[CH2:17][CH2:16][CH2:15]2)[CH2:13][CH2:12]1)(=[O:9])=[O:10]. (2) Given the reactants [C:1]1([CH:7]([C:13]2[CH:18]=[CH:17][CH:16]=[CH:15][CH:14]=2)[N:8]2[CH2:11][CH:10]([OH:12])[CH2:9]2)[CH:6]=[CH:5][CH:4]=[CH:3][CH:2]=1.Cl[CH2:20][C:21]1[CH:26]=[CH:25][C:24]([Cl:27])=[C:23](Cl)[CH:22]=1, predict the reaction product. The product is: [Cl:27][C:24]1[CH:25]=[CH:26][C:21]([CH2:20][O:12][CH:10]2[CH2:11][N:8]([CH:7]([C:1]3[CH:2]=[CH:3][CH:4]=[CH:5][CH:6]=3)[C:13]3[CH:14]=[CH:15][CH:16]=[CH:17][CH:18]=3)[CH2:9]2)=[CH:22][CH:23]=1. (3) Given the reactants [CH:1]1([C:4]2[CH:12]=[CH:11][C:7]([C:8]([OH:10])=[O:9])=[CH:6][C:5]=2[C:13](=[O:16])[CH2:14][CH3:15])CC1.Br[C:18]1C=C(C=CC=1C)C(O)=O.BrC1C=C(C=CC=1C1CC1)C(O)=O.C([Mg]Br)CC, predict the reaction product. The product is: [C:13]([C:5]1[CH:6]=[C:7]([CH:11]=[CH:12][C:4]=1[CH3:1])[C:8]([OH:10])=[O:9])(=[O:16])[CH2:14][CH2:15][CH3:18].